Predict the reactants needed to synthesize the given product. From a dataset of Full USPTO retrosynthesis dataset with 1.9M reactions from patents (1976-2016). (1) Given the product [C:29]([N:3]1[C:4]2[C:9](=[CH:8][CH:7]=[CH:6][CH:5]=2)[C:10]([C:11]([N:13]2[CH2:14][CH2:15][C:16]3([C:22]4[CH:23]=[CH:24][CH:25]=[CH:26][C:21]=4[CH2:20][O:19]3)[CH2:17][CH2:18]2)=[O:12])=[C:2]1[CH3:1])(=[O:36])[C:30]1[CH:35]=[CH:34][CH:33]=[CH:32][CH:31]=1, predict the reactants needed to synthesize it. The reactants are: [CH3:1][C:2]1[NH:3][C:4]2[C:9]([C:10]=1[C:11]([N:13]1[CH2:18][CH2:17][C:16]3([C:22]4[CH:23]=[CH:24][CH:25]=[CH:26][C:21]=4[CH2:20][O:19]3)[CH2:15][CH2:14]1)=[O:12])=[CH:8][CH:7]=[CH:6][CH:5]=2.[H-].[Na+].[C:29](Cl)(=[O:36])[C:30]1[CH:35]=[CH:34][CH:33]=[CH:32][CH:31]=1. (2) Given the product [C@@H:10]1([N:19]2[C:28]3[N:27]=[CH:26][N:25]=[C:23]([OH:24])[C:22]=3[N:21]=[CH:20]2)[O:18][C@H:15]([CH2:16][O:5][P:1]([OH:3])([OH:4])=[O:2])[C@@H:13]([OH:14])[C@H:11]1[OH:12], predict the reactants needed to synthesize it. The reactants are: [P:1]([O:5]P(O)(O)=O)([OH:4])([OH:3])=[O:2].[C@@H:10]1([N:19]2[C:28]3[N:27]=[CH:26][N:25]=[C:23]([OH:24])[C:22]=3[N:21]=[CH:20]2)[O:18][C@H:15]([CH2:16]O)[C@@H:13]([OH:14])[C@H:11]1[OH:12]. (3) Given the product [Cl:23][C:9]1[C:10]2[C:5](=[CH:4][C:3]([O:19][CH3:20])=[C:2]([F:1])[CH:11]=2)[C:6]([N:13]2[CH2:18][CH2:17][O:16][CH2:15][CH2:14]2)=[CH:7][N:8]=1, predict the reactants needed to synthesize it. The reactants are: [F:1][C:2]1[CH:11]=[C:10]2[C:5]([C:6]([N:13]3[CH2:18][CH2:17][O:16][CH2:15][CH2:14]3)=[CH:7][NH:8][C:9]2=O)=[CH:4][C:3]=1[O:19][CH3:20].O=P(Cl)(Cl)[Cl:23]. (4) Given the product [CH2:35]([N:39]1[C:2]2[C:3](=[CH:7][C:8]([N+:11]([O-:13])=[O:12])=[CH:9][CH:10]=2)[C:4](=[O:6])[NH:40]1)[CH:36]([CH3:38])[CH3:37], predict the reactants needed to synthesize it. The reactants are: F[C:2]1[CH:10]=[CH:9][C:8]([N+:11]([O-:13])=[O:12])=[CH:7][C:3]=1[C:4]([OH:6])=O.CCN=C=NCCCN(C)C.Cl.C(N(C(C)C)C(C)C)C.[CH2:35]([NH:39][NH2:40])[CH:36]([CH3:38])[CH3:37].C1(C)C=CC(S(O)(=O)=O)=CC=1.Cl. (5) Given the product [NH2:34][C:5]1[C:6]([C:12]([NH:14][CH2:15][CH:16]2[CH2:21][CH2:20][N:19]([CH2:22][C:23]3[S:27][C:26]([C:28]4[CH:33]=[CH:32][CH:31]=[CH:30][N:29]=4)=[N:25][CH:24]=3)[CH2:18][CH2:17]2)=[O:13])=[N:7][C:8]([O:9][CH2:10][CH3:11])=[C:3]([C:1]#[N:2])[CH:4]=1, predict the reactants needed to synthesize it. The reactants are: [C:1]([C:3]1[CH:4]=[C:5]([N+:34]([O-])=O)[C:6]([C:12]([NH:14][CH2:15][CH:16]2[CH2:21][CH2:20][N:19]([CH2:22][C:23]3[S:27][C:26]([C:28]4[CH:33]=[CH:32][CH:31]=[CH:30][N:29]=4)=[N:25][CH:24]=3)[CH2:18][CH2:17]2)=[O:13])=[N:7][C:8]=1[O:9][CH2:10][CH3:11])#[N:2].[Cl-].[NH4+]. (6) Given the product [CH2:1]([C:8]1[C:16]2[C:11](=[CH:12][CH:13]=[C:14]([C:17]3[CH:26]=[CH:25][C:20]([O:21][CH2:22][C:23]4[NH:36][N:35]=[N:34][N:24]=4)=[CH:19][CH:18]=3)[CH:15]=2)[N:10]([CH3:27])[C:9]=1[C:28]1[CH:33]=[CH:32][CH:31]=[CH:30][CH:29]=1)[C:2]1[CH:3]=[CH:4][CH:5]=[CH:6][CH:7]=1, predict the reactants needed to synthesize it. The reactants are: [CH2:1]([C:8]1[C:16]2[C:11](=[CH:12][CH:13]=[C:14]([C:17]3[CH:26]=[CH:25][C:20]([O:21][CH2:22][C:23]#[N:24])=[CH:19][CH:18]=3)[CH:15]=2)[N:10]([CH3:27])[C:9]=1[C:28]1[CH:33]=[CH:32][CH:31]=[CH:30][CH:29]=1)[C:2]1[CH:7]=[CH:6][CH:5]=[CH:4][CH:3]=1.[N-:34]=[N+:35]=[N-:36].[Na+].[NH4+].[Cl-]. (7) Given the product [F:16][C:17]([F:26])([F:25])[C@@H:18]1[CH2:23][CH2:22][C@H:21]([NH:1][C:2]2[CH:3]=[C:4]3[C:9](=[CH:10][CH:11]=2)[CH:8]=[C:7]([C:12]([O:14][CH3:15])=[O:13])[CH:6]=[CH:5]3)[CH2:20][CH2:19]1.[F:16][C:17]([F:26])([F:25])[C@H:18]1[CH2:23][CH2:22][C@H:21]([NH:1][C:2]2[CH:3]=[C:4]3[C:9](=[CH:10][CH:11]=2)[CH:8]=[C:7]([C:12]([O:14][CH3:15])=[O:13])[CH:6]=[CH:5]3)[CH2:20][CH2:19]1, predict the reactants needed to synthesize it. The reactants are: [NH2:1][C:2]1[CH:3]=[C:4]2[C:9](=[CH:10][CH:11]=1)[CH:8]=[C:7]([C:12]([O:14][CH3:15])=[O:13])[CH:6]=[CH:5]2.[F:16][C:17]([F:26])([F:25])[CH:18]1[CH2:23][CH2:22][C:21](=O)[CH2:20][CH2:19]1.CC(O)=O.[BH-](OC(C)=O)(OC(C)=O)OC(C)=O.[Na+]. (8) Given the product [Cl:21][C:15]1[CH:16]=[C:17]([F:20])[CH:18]=[CH:19][C:14]=1[CH:5]1[C:4]([C:22]([O:24][CH2:25][CH3:26])=[O:23])=[C:3]([CH2:2][N:27]2[CH2:32][CH2:31][O:30][C@H:29]([CH2:33][OH:34])[CH2:28]2)[NH:8][C:7]([C:9]2[S:10][CH:11]=[CH:12][N:13]=2)=[N:6]1, predict the reactants needed to synthesize it. The reactants are: Br[CH2:2][C:3]1[NH:8][C:7]([C:9]2[S:10][CH:11]=[CH:12][N:13]=2)=[N:6][CH:5]([C:14]2[CH:19]=[CH:18][C:17]([F:20])=[CH:16][C:15]=2[Cl:21])[C:4]=1[C:22]([O:24][CH2:25][CH3:26])=[O:23].[NH:27]1[CH2:32][CH2:31][O:30][C@H:29]([CH2:33][OH:34])[CH2:28]1.